From a dataset of Full USPTO retrosynthesis dataset with 1.9M reactions from patents (1976-2016). Predict the reactants needed to synthesize the given product. Given the product [C:1]([C:3]1[CH:8]=[C:7]([CH3:9])[CH:6]=[CH:5][C:4]=1[O:10][CH2:12][C:13]([O:15][CH2:16][CH3:17])=[O:14])#[N:2], predict the reactants needed to synthesize it. The reactants are: [C:1]([C:3]1[CH:8]=[C:7]([CH3:9])[CH:6]=[CH:5][C:4]=1[OH:10])#[N:2].Br[CH2:12][C:13]([O:15][CH2:16][CH3:17])=[O:14].C(=O)([O-])[O-].[K+].[K+].